Dataset: Catalyst prediction with 721,799 reactions and 888 catalyst types from USPTO. Task: Predict which catalyst facilitates the given reaction. Reactant: [F:1][C:2]1[C:3]([C:8]([OH:10])=O)=[N:4][CH:5]=[CH:6][CH:7]=1.[B-](F)(F)(F)F.CN(C(ON1N=NC2C1=CC=CC=2)=[N+](C)C)C.CN1CCOCC1.[CH3:40][CH:41]([CH3:45])[CH2:42][CH2:43][NH2:44]. Product: [F:1][C:2]1[C:3]([C:8]([NH:44][CH2:43][CH2:42][CH:41]([CH3:45])[CH3:40])=[O:10])=[N:4][CH:5]=[CH:6][CH:7]=1. The catalyst class is: 9.